This data is from NCI-60 drug combinations with 297,098 pairs across 59 cell lines. The task is: Regression. Given two drug SMILES strings and cell line genomic features, predict the synergy score measuring deviation from expected non-interaction effect. (1) Drug 1: C1CC(=O)NC(=O)C1N2CC3=C(C2=O)C=CC=C3N. Drug 2: C1C(C(OC1N2C=C(C(=O)NC2=O)F)CO)O. Cell line: LOX IMVI. Synergy scores: CSS=49.9, Synergy_ZIP=0.730, Synergy_Bliss=-0.0287, Synergy_Loewe=-10.8, Synergy_HSA=2.49. (2) Drug 1: CCN(CC)CCCC(C)NC1=C2C=C(C=CC2=NC3=C1C=CC(=C3)Cl)OC. Drug 2: COCCOC1=C(C=C2C(=C1)C(=NC=N2)NC3=CC=CC(=C3)C#C)OCCOC.Cl. Cell line: DU-145. Synergy scores: CSS=19.0, Synergy_ZIP=7.29, Synergy_Bliss=9.34, Synergy_Loewe=11.2, Synergy_HSA=11.9. (3) Drug 1: CNC(=O)C1=CC=CC=C1SC2=CC3=C(C=C2)C(=NN3)C=CC4=CC=CC=N4. Drug 2: C1=NC2=C(N1)C(=S)N=CN2. Cell line: LOX IMVI. Synergy scores: CSS=23.8, Synergy_ZIP=-3.96, Synergy_Bliss=-6.75, Synergy_Loewe=-20.2, Synergy_HSA=-5.74. (4) Drug 1: CCCS(=O)(=O)NC1=C(C(=C(C=C1)F)C(=O)C2=CNC3=C2C=C(C=N3)C4=CC=C(C=C4)Cl)F. Drug 2: CC1=CC=C(C=C1)C2=CC(=NN2C3=CC=C(C=C3)S(=O)(=O)N)C(F)(F)F. Cell line: SR. Synergy scores: CSS=2.22, Synergy_ZIP=-3.29, Synergy_Bliss=-0.595, Synergy_Loewe=-0.593, Synergy_HSA=-0.592. (5) Drug 1: CCC1=C2CN3C(=CC4=C(C3=O)COC(=O)C4(CC)O)C2=NC5=C1C=C(C=C5)O. Drug 2: CS(=O)(=O)CCNCC1=CC=C(O1)C2=CC3=C(C=C2)N=CN=C3NC4=CC(=C(C=C4)OCC5=CC(=CC=C5)F)Cl. Cell line: OVCAR-8. Synergy scores: CSS=30.5, Synergy_ZIP=-5.85, Synergy_Bliss=0.533, Synergy_Loewe=-34.8, Synergy_HSA=1.91. (6) Drug 1: CC1=CC=C(C=C1)C2=CC(=NN2C3=CC=C(C=C3)S(=O)(=O)N)C(F)(F)F. Drug 2: C1C(C(OC1N2C=NC3=C(N=C(N=C32)Cl)N)CO)O. Cell line: HOP-62. Synergy scores: CSS=43.4, Synergy_ZIP=0.518, Synergy_Bliss=2.93, Synergy_Loewe=-8.97, Synergy_HSA=3.36. (7) Drug 1: CC1=C(C(CCC1)(C)C)C=CC(=CC=CC(=CC(=O)O)C)C. Drug 2: C(=O)(N)NO. Cell line: HOP-92. Synergy scores: CSS=2.10, Synergy_ZIP=0.101, Synergy_Bliss=4.52, Synergy_Loewe=-4.16, Synergy_HSA=-0.504. (8) Drug 1: CCCS(=O)(=O)NC1=C(C(=C(C=C1)F)C(=O)C2=CNC3=C2C=C(C=N3)C4=CC=C(C=C4)Cl)F. Drug 2: CN(C(=O)NC(C=O)C(C(C(CO)O)O)O)N=O. Cell line: NCI-H522. Synergy scores: CSS=-6.51, Synergy_ZIP=-1.27, Synergy_Bliss=-8.18, Synergy_Loewe=-8.61, Synergy_HSA=-8.38. (9) Drug 1: C1CCC(C1)C(CC#N)N2C=C(C=N2)C3=C4C=CNC4=NC=N3. Drug 2: C(CC(=O)O)C(=O)CN.Cl. Cell line: SK-MEL-28. Synergy scores: CSS=-0.129, Synergy_ZIP=-3.17, Synergy_Bliss=-10.1, Synergy_Loewe=-14.0, Synergy_HSA=-14.2. (10) Drug 1: CN1CCC(CC1)COC2=C(C=C3C(=C2)N=CN=C3NC4=C(C=C(C=C4)Br)F)OC. Drug 2: CC1=C(C(=CC=C1)Cl)NC(=O)C2=CN=C(S2)NC3=CC(=NC(=N3)C)N4CCN(CC4)CCO. Cell line: OVCAR-8. Synergy scores: CSS=0.996, Synergy_ZIP=2.94, Synergy_Bliss=4.85, Synergy_Loewe=3.56, Synergy_HSA=5.06.